This data is from Peptide-MHC class I binding affinity with 185,985 pairs from IEDB/IMGT. The task is: Regression. Given a peptide amino acid sequence and an MHC pseudo amino acid sequence, predict their binding affinity value. This is MHC class I binding data. (1) The peptide sequence is FRYNGLIHR. The MHC is HLA-B53:01 with pseudo-sequence HLA-B53:01. The binding affinity (normalized) is 0. (2) The peptide sequence is LTQAAGQAF. The MHC is HLA-A03:01 with pseudo-sequence HLA-A03:01. The binding affinity (normalized) is 0.213. (3) The peptide sequence is IVNNFITKEI. The MHC is HLA-A02:06 with pseudo-sequence HLA-A02:06. The binding affinity (normalized) is 0.116. (4) The peptide sequence is LQIFSNSVG. The MHC is HLA-B15:01 with pseudo-sequence HLA-B15:01. The binding affinity (normalized) is 0.932. (5) The peptide sequence is ILSNKLLYAA. The MHC is HLA-A02:02 with pseudo-sequence HLA-A02:02. The binding affinity (normalized) is 0.807. (6) The peptide sequence is DSDDWLNKY. The MHC is HLA-A01:01 with pseudo-sequence HLA-A01:01. The binding affinity (normalized) is 1.00. (7) The peptide sequence is LQWIASAIV. The MHC is HLA-A02:06 with pseudo-sequence HLA-A02:06. The binding affinity (normalized) is 0.878.